This data is from Full USPTO retrosynthesis dataset with 1.9M reactions from patents (1976-2016). The task is: Predict the reactants needed to synthesize the given product. Given the product [Cl:1][C:2]1[CH:3]=[N:4][C:5]2[N:6]([N:8]=[C:9]([C:11]([N:24]3[CH2:25][CH:26]=[C:21]([C:18]4[CH:17]=[CH:16][C:15]([Cl:14])=[CH:20][CH:19]=4)[CH2:22][CH:23]3[CH3:27])=[O:13])[CH:10]=2)[CH:7]=1, predict the reactants needed to synthesize it. The reactants are: [Cl:1][C:2]1[CH:3]=[N:4][C:5]2[N:6]([N:8]=[C:9]([C:11]([OH:13])=O)[CH:10]=2)[CH:7]=1.[Cl:14][C:15]1[CH:20]=[CH:19][C:18]([C:21]2[CH2:22][CH:23]([CH3:27])[NH:24][CH2:25][CH:26]=2)=[CH:17][CH:16]=1.